The task is: Predict the product of the given reaction.. This data is from Forward reaction prediction with 1.9M reactions from USPTO patents (1976-2016). Given the reactants [OH-].[K+].[C:3]([O:7][C:8]([N:10]1[CH2:13][CH2:12][C@H:11]1[CH2:14][O:15][C:16]1[CH:17]=[N:18][CH:19]=[C:20]([C:22]#[C:23][Si](C)(C)C)[CH:21]=1)=[O:9])([CH3:6])([CH3:5])[CH3:4].CCOC(C)=O.CCCCCC.CCOC(C)=O, predict the reaction product. The product is: [C:3]([O:7][C:8]([N:10]1[CH2:13][CH2:12][C@H:11]1[CH2:14][O:15][C:16]1[CH:17]=[N:18][CH:19]=[C:20]([C:22]#[CH:23])[CH:21]=1)=[O:9])([CH3:6])([CH3:5])[CH3:4].